Regression/Classification. Given a drug SMILES string, predict its toxicity properties. Task type varies by dataset: regression for continuous values (e.g., LD50, hERG inhibition percentage) or binary classification for toxic/non-toxic outcomes (e.g., AMES mutagenicity, cardiotoxicity, hepatotoxicity). Dataset: ames. From a dataset of Ames mutagenicity test results for genotoxicity prediction. (1) The molecule is CC(C)COC(=O)Cc1ccccc1. The result is 0 (non-mutagenic). (2) The drug is Fc1ccccc1-c1ccccc1. The result is 0 (non-mutagenic). (3) The compound is Clc1cccc(Cl)n1. The result is 0 (non-mutagenic). (4) The compound is C=C(Cl)C(Cl)CCl. The result is 1 (mutagenic). (5) The molecule is CCC1=C(C(=O)OC)C(=O)OC1C. The result is 1 (mutagenic).